Dataset: Catalyst prediction with 721,799 reactions and 888 catalyst types from USPTO. Task: Predict which catalyst facilitates the given reaction. (1) Reactant: [O:1]([CH:8]([C:10]1[CH:18]=[CH:17][C:13]([C:14]([OH:16])=O)=[CH:12][N:11]=1)[CH3:9])[C:2]1[CH:7]=[CH:6][CH:5]=[CH:4][CH:3]=1.Cl.C(N=C=NCCCN(C)C)C.ON1C2C=CC=CC=2N=N1.C(N(CC)CC)C.[NH2:48][CH2:49][C:50]1[C:51]([OH:58])=[N:52][C:53]([CH3:57])=[CH:54][C:55]=1[CH3:56]. Product: [OH:58][C:51]1[C:50]([CH2:49][NH:48][C:14](=[O:16])[C:13]2[CH:17]=[CH:18][C:10]([CH:8]([O:1][C:2]3[CH:3]=[CH:4][CH:5]=[CH:6][CH:7]=3)[CH3:9])=[N:11][CH:12]=2)=[C:55]([CH3:56])[CH:54]=[C:53]([CH3:57])[N:52]=1. The catalyst class is: 4. (2) Reactant: [F:1][C:2]1[CH:3]=[N:4][C:5]([NH:11][C:12]2[CH:17]=[CH:16][CH:15]=[C:14]([S:18][CH3:19])[CH:13]=2)=[C:6]([CH:10]=1)[C:7]([OH:9])=O.[NH2:20][C@@H:21]1[CH2:26][CH2:25][C@H:24]([NH:27][C:28](=[O:34])[O:29][C:30]([CH3:33])([CH3:32])[CH3:31])[CH2:23][CH2:22]1.CN(C(ON1N=NC2C=CC=NC1=2)=[N+](C)C)C.F[P-](F)(F)(F)(F)F.C1C=NC2N(O)N=NC=2C=1.CCN(C(C)C)C(C)C. Product: [F:1][C:2]1[CH:10]=[C:6]([C:7]([NH:20][C@@H:21]2[CH2:26][CH2:25][C@H:24]([NH:27][C:28](=[O:34])[O:29][C:30]([CH3:32])([CH3:31])[CH3:33])[CH2:23][CH2:22]2)=[O:9])[C:5]([NH:11][C:12]2[CH:17]=[CH:16][CH:15]=[C:14]([S:18][CH3:19])[CH:13]=2)=[N:4][CH:3]=1. The catalyst class is: 514. (3) Reactant: [NH2:1][C:2]1[C:7]([CH3:8])=[CH:6][C:5]([Br:9])=[CH:4][N:3]=1.C[Si]([N-][Si](C)(C)C)(C)C.[Na+].[C:20]([O:24][C:25](O[C:25]([O:24][C:20]([CH3:23])([CH3:22])[CH3:21])=[O:26])=[O:26])([CH3:23])([CH3:22])[CH3:21]. Product: [C:20]([O:24][C:25](=[O:26])[NH:1][C:2]1[C:7]([CH3:8])=[CH:6][C:5]([Br:9])=[CH:4][N:3]=1)([CH3:23])([CH3:22])[CH3:21]. The catalyst class is: 1. (4) Reactant: [OH-].[Na+].[Cl:3][C:4]1[C:9]([O:10][CH2:11][CH3:12])=[C:8]([CH2:13][N:14]2[CH2:17][C:16]3([CH2:21][C:20]([N:22]4[CH2:27][CH2:26][C:25]([CH3:33])([C:28]([O:30]CC)=[O:29])[CH2:24][CH2:23]4)=[N:19][O:18]3)[CH2:15]2)[CH:7]=[C:6]([CH:34]2[CH2:36][CH2:35]2)[C:5]=1[C:37]1[CH:42]=[CH:41][C:40]([F:43])=[CH:39][CH:38]=1.Cl. Product: [Cl:3][C:4]1[C:9]([O:10][CH2:11][CH3:12])=[C:8]([CH2:13][N:14]2[CH2:15][C:16]3([CH2:21][C:20]([N:22]4[CH2:27][CH2:26][C:25]([CH3:33])([C:28]([OH:30])=[O:29])[CH2:24][CH2:23]4)=[N:19][O:18]3)[CH2:17]2)[CH:7]=[C:6]([CH:34]2[CH2:35][CH2:36]2)[C:5]=1[C:37]1[CH:38]=[CH:39][C:40]([F:43])=[CH:41][CH:42]=1. The catalyst class is: 8.